This data is from Catalyst prediction with 721,799 reactions and 888 catalyst types from USPTO. The task is: Predict which catalyst facilitates the given reaction. (1) Reactant: [Cl:1][C:2]1[N:3]=[C:4](Cl)[C:5]2[N:10]=[C:9]([C:11]3[CH:16]=[CH:15][CH:14]=[CH:13][CH:12]=3)[S:8][C:6]=2[N:7]=1.[NH:18]1[CH2:23][CH2:22][O:21][CH2:20][CH2:19]1. Product: [Cl:1][C:2]1[N:3]=[C:4]([N:18]2[CH2:23][CH2:22][O:21][CH2:20][CH2:19]2)[C:5]2[N:10]=[C:9]([C:11]3[CH:16]=[CH:15][CH:14]=[CH:13][CH:12]=3)[S:8][C:6]=2[N:7]=1. The catalyst class is: 5. (2) The catalyst class is: 390. Product: [CH2:1]([O:9][C:10]1[C:27]([O:28][CH3:29])=[CH:26][C:13]([C:14]([N:16]2[CH2:21][CH2:20][CH2:19][CH2:18][C@H:17]2[CH:22]=[O:23])=[O:15])=[C:12]([N+:30]([O-:32])=[O:31])[CH:11]=1)[C:2]1[CH:3]=[CH:4][CH:5]=[CH:6][CH:7]=1. Reactant: [C:1]([O:9][C:10]1[C:27]([O:28][CH3:29])=[CH:26][C:13]([C:14]([N:16]2[CH2:21][CH2:20][CH2:19][CH2:18][C@H:17]2[C:22](OC)=[O:23])=[O:15])=[C:12]([N+:30]([O-:32])=[O:31])[CH:11]=1)(=O)[C:2]1[CH:7]=[CH:6][CH:5]=[CH:4][CH:3]=1.CC(C[AlH]CC(C)C)C. (3) Reactant: C(NC(C)C)(C)C.C([Li])CCC.[CH3:13][O:14][C:15](=[O:22])[CH2:16][CH:17]1[CH2:21][CH2:20][CH2:19][CH2:18]1.[CH:23](OCC)=[O:24]. Product: [CH3:13][O:14][C:15](=[O:22])[CH:16]([CH:17]1[CH2:21][CH2:20][CH2:19][CH2:18]1)[CH:23]=[O:24]. The catalyst class is: 7. (4) Reactant: Cl.[NH:2]1[CH2:7][CH2:6][C:5]([CH2:14][CH2:15][C:16]([O:18][CH3:19])=[O:17])([CH2:8][CH2:9][C:10]([O:12][CH3:13])=[O:11])[CH2:4][CH2:3]1.[CH3:20][C:21]([O:24][C:25](O[C:25]([O:24][C:21]([CH3:23])([CH3:22])[CH3:20])=[O:26])=[O:26])([CH3:23])[CH3:22]. Product: [C:21]([O:24][C:25]([N:2]1[CH2:3][CH2:4][C:5]([CH2:8][CH2:9][C:10]([O:12][CH3:13])=[O:11])([CH2:14][CH2:15][C:16]([O:18][CH3:19])=[O:17])[CH2:6][CH2:7]1)=[O:26])([CH3:23])([CH3:22])[CH3:20]. The catalyst class is: 2. (5) Reactant: Br[C:2]1[CH:7]=[C:6]([O:8][CH3:9])[CH:5]=[C:4]([Br:10])[CH:3]=1.[Li]CCCC.CN([CH:19]=[O:20])C.O. Product: [Br:10][C:4]1[CH:3]=[C:2]([CH:7]=[C:6]([O:8][CH3:9])[CH:5]=1)[CH:19]=[O:20]. The catalyst class is: 28. (6) Reactant: C([O:3][C:4]([C:6]([CH:17]1[C:24]2[N:23]([CH2:25][C:26]3[CH:31]=[CH:30][C:29]([Cl:32])=[CH:28][CH:27]=3)[C:22]([CH:33]([CH3:35])[CH3:34])=[N:21][C:20]=2[CH2:19][CH2:18]1)(C(OCC)=O)C(OCC)=O)=[O:5])C.[OH-].[Na+]. Product: [NH3:21].[Cl:32][C:29]1[CH:28]=[CH:27][C:26]([CH2:25][N:23]2[C:24]3[CH:17]([CH2:6][C:4]([OH:5])=[O:3])[CH2:18][CH2:19][C:20]=3[N:21]=[C:22]2[CH:33]([CH3:35])[CH3:34])=[CH:31][CH:30]=1. The catalyst class is: 5. (7) Reactant: [CH3:1][O:2][C:3](=[O:14])[C:4]1[CH:9]=[C:8]([OH:10])[CH:7]=[CH:6][C:5]=1[N+:11]([O-:13])=[O:12].F[C:16]1[CH:21]=[CH:20][C:19]([N+:22]([O-:24])=[O:23])=[CH:18][CH:17]=1.C(=O)([O-])[O-].[K+].[K+]. Product: [CH3:1][O:2][C:3](=[O:14])[C:4]1[CH:9]=[C:8]([O:10][C:16]2[CH:21]=[CH:20][C:19]([N+:22]([O-:24])=[O:23])=[CH:18][CH:17]=2)[CH:7]=[CH:6][C:5]=1[N+:11]([O-:13])=[O:12]. The catalyst class is: 10.